Dataset: Forward reaction prediction with 1.9M reactions from USPTO patents (1976-2016). Task: Predict the product of the given reaction. Given the reactants [NH2:1][C:2]1[CH:7]=[CH:6][C:5]([N:8]2[CH2:13][CH2:12][O:11][CH2:10][C:9]2=[O:14])=[CH:4][C:3]=1[F:15].Cl[C:17]([O:19][C:20]1[CH:25]=[CH:24][C:23]([N+:26]([O-:28])=[O:27])=[CH:22][CH:21]=1)=[O:18], predict the reaction product. The product is: [N+:26]([C:23]1[CH:22]=[CH:21][C:20]([O:19][C:17](=[O:18])[NH:1][C:2]2[CH:7]=[CH:6][C:5]([N:8]3[CH2:13][CH2:12][O:11][CH2:10][C:9]3=[O:14])=[CH:4][C:3]=2[F:15])=[CH:25][CH:24]=1)([O-:28])=[O:27].